This data is from Catalyst prediction with 721,799 reactions and 888 catalyst types from USPTO. The task is: Predict which catalyst facilitates the given reaction. (1) The catalyst class is: 79. Reactant: [CH2:1]([P:3](Cl)([CH2:5][CH3:6])=[O:4])[CH3:2].C(N(C(C)C)C(C)C)C.[CH3:17][O:18][C:19]1[CH:47]=[C:46]([O:48][CH3:49])[CH:45]=[CH:44][C:20]=1[CH2:21][N:22]([C:38]1[CH:43]=[CH:42][CH:41]=[CH:40][CH:39]=1)[C:23]([C:25]1[C:26](=[O:37])[N:27]([CH3:36])[C:28]2[C:33]([C:34]=1[OH:35])=[CH:32][CH:31]=[CH:30][CH:29]=2)=[O:24]. Product: [CH3:17][O:18][C:19]1[CH:47]=[C:46]([O:48][CH3:49])[CH:45]=[CH:44][C:20]=1[CH2:21][N:22]([C:38]1[CH:39]=[CH:40][CH:41]=[CH:42][CH:43]=1)[C:23]([C:25]1[C:26](=[O:37])[N:27]([CH3:36])[C:28]2[C:33]([C:34]=1[O:35][P:3]([CH2:5][CH3:6])([CH2:1][CH3:2])=[O:4])=[CH:32][CH:31]=[CH:30][CH:29]=2)=[O:24]. (2) Reactant: C(NC(C)C)(C)C.[Li]CCCC.BrC(C(F)(F)F)=C.BrC1C=CC([C:25](N(OC)C)=[O:26])=CC=1C.C[CH:35]([N:37](C(C)C)[C:38]([C:50]([F:53])([F:52])[F:51])=[CH:39][C:40]([C:42]1[CH:47]=[CH:46][C:45]([Br:48])=[C:44]([CH3:49])[CH:43]=1)=[O:41])C. Product: [Br:48][C:45]1[CH:46]=[CH:47][C:42]([C:40](=[O:41])[CH:39]=[C:38]([NH:37][CH2:35][O:26][CH3:25])[C:50]([F:53])([F:52])[F:51])=[CH:43][C:44]=1[CH3:49]. The catalyst class is: 30. (3) Reactant: Br[C:2]1[CH:11]=[C:10]([CH2:12][N:13]([C:15]([O:17][C:18]([CH3:21])([CH3:20])[CH3:19])=[O:16])[CH3:14])[CH:9]=[CH:8][C:3]=1[C:4]([O:6][CH3:7])=[O:5].[C:22]1(B(O)O)[CH:27]=[CH:26][CH:25]=[CH:24][CH:23]=1.C(=O)([O-])[O-].[Na+].[Na+]. Product: [CH3:19][C:18]([O:17][C:15]([N:13]([CH2:12][C:10]1[CH:11]=[C:2]([C:22]2[CH:27]=[CH:26][CH:25]=[CH:24][CH:23]=2)[C:3]([C:4]([O:6][CH3:7])=[O:5])=[CH:8][CH:9]=1)[CH3:14])=[O:16])([CH3:21])[CH3:20]. The catalyst class is: 12. (4) Reactant: [Br:1][C:2]1[CH:7]=[C:6]([Cl:8])[CH:5]=[CH:4][C:3]=1[SH:9].Br[CH:11]([CH3:17])[C:12]([O:14][CH2:15][CH3:16])=[O:13].C(=O)([O-])[O-].[K+].[K+]. Product: [Br:1][C:2]1[CH:7]=[C:6]([Cl:8])[CH:5]=[CH:4][C:3]=1[S:9][CH:11]([CH3:17])[C:12]([O:14][CH2:15][CH3:16])=[O:13]. The catalyst class is: 21. (5) Reactant: [N:1]1[C:2]([C:10]([O:12][CH2:13][CH3:14])=[O:11])=[CH:3][N:4]2[CH:9]=[CH:8][CH:7]=[CH:6][C:5]=12.C=O.[C:17]([O-])(=[O:19])C.[Na+].[OH-].[Na+]. Product: [OH:19][CH2:17][C:3]1[N:4]2[CH:9]=[CH:8][CH:7]=[CH:6][C:5]2=[N:1][C:2]=1[C:10]([O:12][CH2:13][CH3:14])=[O:11]. The catalyst class is: 676. (6) Reactant: [Br:1][C:2]1[CH:7]=[C:6]([NH2:8])[C:5]([N+:9]([O-:11])=[O:10])=[CH:4][N:3]=1.[H-].[Na+].[C:14]([C:18]1[CH:19]=[C:20]([C:24](Cl)=[O:25])[N:21]([CH3:23])[N:22]=1)([CH3:17])([CH3:16])[CH3:15]. Product: [Br:1][C:2]1[CH:7]=[C:6]([NH:8][C:24]([C:20]2[N:21]([CH3:23])[N:22]=[C:18]([C:14]([CH3:16])([CH3:15])[CH3:17])[CH:19]=2)=[O:25])[C:5]([N+:9]([O-:11])=[O:10])=[CH:4][N:3]=1. The catalyst class is: 1. (7) Reactant: Br[C:2]1[CH:3]=[N:4][CH:5]=[CH:6][CH:7]=1.[Li]CCCC.[Br:13][C:14]1[CH:15]=[CH:16][C:17]([C:20]([O:22]C)=O)=[N:18][CH:19]=1.[NH4+].[Cl-]. Product: [Br:13][C:14]1[CH:15]=[CH:16][C:17]([C:20]([C:2]2[CH:3]=[N:4][CH:5]=[CH:6][CH:7]=2)=[O:22])=[N:18][CH:19]=1. The catalyst class is: 1.